Predict which catalyst facilitates the given reaction. From a dataset of Catalyst prediction with 721,799 reactions and 888 catalyst types from USPTO. Reactant: [Br:1][C:2]1[CH:7]=[CH:6][C:5]([CH:8](Cl)[N:9]=[C:10]=[O:11])=[CH:4][CH:3]=1.[O:13]=[C:14]1[CH:19]=[C:18]([NH:20][C:21]2[CH:26]=[CH:25][CH:24]=[C:23]([C:27]([F:30])([F:29])[F:28])[CH:22]=2)[CH2:17][CH2:16][N:15]1C(OC(C)(C)C)=O.CO. Product: [Br:1][C:2]1[CH:7]=[CH:6][C:5]([CH:8]2[NH:9][C:10](=[O:11])[N:20]([C:21]3[CH:26]=[CH:25][CH:24]=[C:23]([C:27]([F:28])([F:30])[F:29])[CH:22]=3)[C:18]3[CH2:17][CH2:16][NH:15][C:14](=[O:13])[C:19]2=3)=[CH:4][CH:3]=1. The catalyst class is: 4.